Regression/Classification. Given a drug SMILES string, predict its absorption, distribution, metabolism, or excretion properties. Task type varies by dataset: regression for continuous measurements (e.g., permeability, clearance, half-life) or binary classification for categorical outcomes (e.g., BBB penetration, CYP inhibition). Dataset: cyp2d6_veith. From a dataset of CYP2D6 inhibition data for predicting drug metabolism from PubChem BioAssay. (1) The molecule is CCOc1nc(N2CCCCC2)nc(-n2cc(-c3ccccc3)nn2)n1. The result is 0 (non-inhibitor). (2) The compound is NC[C@H]1O[C@H](n2cnc3c(N)ncnc32)C[C@@H]1O. The result is 0 (non-inhibitor). (3) The molecule is Cc1ccccc1OCC(=O)N/N=C1\CCOc2c(C)cccc21. The result is 0 (non-inhibitor).